From a dataset of Reaction yield outcomes from USPTO patents with 853,638 reactions. Predict the reaction yield, written as a fraction of the theoretical maximum amount of product (1.0 means a 100% yield; for example, 0.34 means a 34% yield). The catalyst is C(Cl)Cl.CCOCC. The yield is 0.820. The reactants are [CH:1]1[C:6]([OH:7])=[CH:5][CH:4]=[C:3]([Br:8])[CH:2]=1.[CH:9]([Si:12](Cl)([CH:16]([CH3:18])[CH3:17])[CH:13]([CH3:15])[CH3:14])([CH3:11])[CH3:10].N1C=CN=C1. The product is [Br:8][C:3]1[CH:4]=[CH:5][C:6]([O:7][Si:12]([CH:16]([CH3:18])[CH3:17])([CH:13]([CH3:15])[CH3:14])[CH:9]([CH3:11])[CH3:10])=[CH:1][CH:2]=1.